This data is from NCI-60 drug combinations with 297,098 pairs across 59 cell lines. The task is: Regression. Given two drug SMILES strings and cell line genomic features, predict the synergy score measuring deviation from expected non-interaction effect. Drug 1: CC1=CC2C(CCC3(C2CCC3(C(=O)C)OC(=O)C)C)C4(C1=CC(=O)CC4)C. Drug 2: C1=NC(=NC(=O)N1C2C(C(C(O2)CO)O)O)N. Cell line: HCC-2998. Synergy scores: CSS=2.03, Synergy_ZIP=0.571, Synergy_Bliss=0.152, Synergy_Loewe=-10.5, Synergy_HSA=-3.19.